Dataset: Peptide-MHC class I binding affinity with 185,985 pairs from IEDB/IMGT. Task: Regression. Given a peptide amino acid sequence and an MHC pseudo amino acid sequence, predict their binding affinity value. This is MHC class I binding data. The binding affinity (normalized) is 0.0847. The MHC is HLA-A80:01 with pseudo-sequence HLA-A80:01. The peptide sequence is RYEFTAPFI.